Dataset: Full USPTO retrosynthesis dataset with 1.9M reactions from patents (1976-2016). Task: Predict the reactants needed to synthesize the given product. (1) Given the product [NH2:1][CH2:2][CH:3]([CH2:7][C:8]1([CH2:9][CH2:10][CH2:11][CH:12]([CH3:13])[CH3:14])[CH2:15][CH2:16]1)[C:4]([OH:6])=[O:5], predict the reactants needed to synthesize it. The reactants are: [NH2:1][CH2:2][CH:3]([CH2:7][C:8]([CH3:16])([CH3:15])[CH2:9][CH2:10][CH2:11][CH:12]([CH3:14])[CH3:13])[C:4]([OH:6])=[O:5].NCC(CCCCCC(C)C)C(O)=O.C1(C(OC2C(C(C)(C)C)=CC(C)=CC=2C(C)(C)C)=O)CC1. (2) Given the product [F:1][C:2]([F:36])([F:35])[C:3]1[CH:4]=[C:5]([C:13]([CH3:34])([CH3:33])[C:14]([N:16]([C:18]2[CH:19]=[N:20][C:21]([N:25]3[CH2:29][C@H:28]([OH:30])[CH2:27][C@H:26]3[CH2:31][OH:32])=[CH:22][C:23]=2[C:40]2[CH:41]=[CH:42][C:37]([CH3:46])=[CH:38][CH:39]=2)[CH3:17])=[O:15])[CH:6]=[C:7]([C:9]([F:12])([F:11])[F:10])[CH:8]=1, predict the reactants needed to synthesize it. The reactants are: [F:1][C:2]([F:36])([F:35])[C:3]1[CH:4]=[C:5]([C:13]([CH3:34])([CH3:33])[C:14]([N:16]([C:18]2[CH:19]=[N:20][C:21]([N:25]3[CH2:29][C@H:28]([OH:30])[CH2:27][C@H:26]3[CH2:31][OH:32])=[CH:22][C:23]=2I)[CH3:17])=[O:15])[CH:6]=[C:7]([C:9]([F:12])([F:11])[F:10])[CH:8]=1.[C:37]1([CH3:46])[CH:42]=[CH:41][C:40](B(O)O)=[CH:39][CH:38]=1.C(=O)([O-])[O-].[Na+].[Na+].C1(P(C2C=CC=CC=2)C2C=CC=CC=2)C=CC=CC=1. (3) The reactants are: [F:1][C:2]1([F:26])[CH2:5][N:4]([C:6](=[O:25])[CH2:7][O:8][CH:9]2[CH2:14][CH2:13][N:12](C(OCC3C=CC=CC=3)=O)[CH2:11][CH2:10]2)[CH2:3]1. Given the product [F:26][C:2]1([F:1])[CH2:5][N:4]([C:6](=[O:25])[CH2:7][O:8][CH:9]2[CH2:14][CH2:13][NH:12][CH2:11][CH2:10]2)[CH2:3]1, predict the reactants needed to synthesize it. (4) Given the product [C:49]([O:48][C:20](=[O:21])[NH:19][C@H:6]([CH2:10][C:11]1[CH:12]=[CH:13][C:14]([O:17][CH3:18])=[CH:15][CH:16]=1)[C:7](=[O:9])[N:69]1[CH2:70][C:38]([O:40][CH2:67][CH2:65][CH2:66][CH2:22][CH3:23])([C:37]2[CH:31]=[CH:30][CH:29]=[CH:28][C:27]=2[CH3:26])[CH2:71]1)([CH3:53])([CH3:52])[CH3:50], predict the reactants needed to synthesize it. The reactants are: C(O[C@:6]([N:19]=[C:20]=[O:21])([CH2:10][C:11]1[CH:16]=[CH:15][C:14]([O:17][CH3:18])=[CH:13][CH:12]=1)[C:7]([OH:9])=O)(C)(C)C.[CH2:22](Cl)[CH2:23]Cl.[CH:26]1[CH:27]=[CH:28][C:29]2N(O)N=N[C:30]=2[CH:31]=1.F[C:37](F)(F)[C:38]([OH:40])=O.C([O:48][C:49]1([C:53]2C=CC=CC=2)[CH2:52]N[CH2:50]1)CCCC.CCN([CH:65]([CH3:67])[CH3:66])C(C)C.C[N:69]([CH:71]=O)[CH3:70]. (5) Given the product [F:1][C:2]1[CH:3]=[C:4]([CH:37]=[CH:38][CH:39]=1)[CH2:5][N:6]1[C:10]2[CH:11]=[C:12]([C:15]3[CH:20]=[CH:19][N:18]=[C:17]4[NH:21][C:22]([C:24]5[CH2:29][CH2:28][NH:27][CH2:26][CH:25]=5)=[CH:23][C:16]=34)[CH:13]=[CH:14][C:9]=2[N:8]=[CH:7]1, predict the reactants needed to synthesize it. The reactants are: [F:1][C:2]1[CH:3]=[C:4]([CH:37]=[CH:38][CH:39]=1)[CH2:5][N:6]1[C:10]2[CH:11]=[C:12]([C:15]3[CH:20]=[CH:19][N:18]=[C:17]4[NH:21][C:22]([C:24]5[CH2:29][CH2:28][N:27](C(OC(C)(C)C)=O)[CH2:26][CH:25]=5)=[CH:23][C:16]=34)[CH:13]=[CH:14][C:9]=2[N:8]=[CH:7]1.FC(F)(F)C(O)=O. (6) Given the product [Si:1]([O:8][CH:9]1[CH2:13][CH:12]([C:14]([N:19]([C:21]2[N:22]=[C:23]3[CH:29]=[CH:28][N:27]([S:30]([C:33]4[CH:39]=[CH:38][C:36]([CH3:37])=[CH:35][CH:34]=4)(=[O:31])=[O:32])[C:24]3=[N:25][CH:26]=2)[NH2:20])=[O:16])[CH:11]([CH2:17][CH3:18])[CH2:10]1)([C:4]([CH3:5])([CH3:6])[CH3:7])([CH3:2])[CH3:3], predict the reactants needed to synthesize it. The reactants are: [Si:1]([O:8][C@H:9]1[CH2:13][C@H:12]([C:14]([OH:16])=O)[C@H:11]([CH2:17][CH3:18])[CH2:10]1)([C:4]([CH3:7])([CH3:6])[CH3:5])([CH3:3])[CH3:2].[NH:19]([C:21]1[N:22]=[C:23]2[CH:29]=[CH:28][N:27]([S:30]([C:33]3[CH:39]=[CH:38][C:36]([CH3:37])=[CH:35][CH:34]=3)(=[O:32])=[O:31])[C:24]2=[N:25][CH:26]=1)[NH2:20].CN(C(ON1N=NC2C=CC=NC1=2)=[N+](C)C)C.F[P-](F)(F)(F)(F)F. (7) Given the product [Cl:1][C:2]1[C:11]([C:12]([OH:14])=[O:13])=[C:10]([NH:16][CH2:17][C:18]2[CH:23]=[CH:22][C:21]([O:24][CH3:25])=[C:20]([Cl:26])[CH:19]=2)[C:9]2[C:4](=[CH:5][CH:6]=[C:7]([C:27]#[N:28])[CH:8]=2)[N:3]=1, predict the reactants needed to synthesize it. The reactants are: [Cl:1][C:2]1[C:11]([C:12]([O:14]C)=[O:13])=[C:10]([NH:16][CH2:17][C:18]2[CH:23]=[CH:22][C:21]([O:24][CH3:25])=[C:20]([Cl:26])[CH:19]=2)[C:9]2[C:4](=[CH:5][CH:6]=[C:7]([C:27]#[N:28])[CH:8]=2)[N:3]=1.[Li+].[OH-].O.